From a dataset of Retrosynthesis with 50K atom-mapped reactions and 10 reaction types from USPTO. Predict the reactants needed to synthesize the given product. Given the product CC[C@H](C)[C@@H]([C@@H](CC(=O)O)OC)N(C)C(=O)[C@@H](NC(=O)[C@H](C(C)C)N(C)C(=O)OCC1c2ccccc2-c2ccccc21)C(C)C, predict the reactants needed to synthesize it. The reactants are: CC[C@H](C)[C@@H]([C@@H](CC(=O)OC(C)(C)C)OC)N(C)C(=O)[C@@H](NC(=O)[C@H](C(C)C)N(C)C(=O)OCC1c2ccccc2-c2ccccc21)C(C)C.